This data is from Forward reaction prediction with 1.9M reactions from USPTO patents (1976-2016). The task is: Predict the product of the given reaction. (1) The product is: [C:19]([C:13]1[CH:12]=[C:11]([CH:18]=[CH:17][C:14]=1[C:15]1[NH:16][N:5]=[N:4][N:3]=1)[O:10][C:9]1[CH:21]=[CH:22][CH:23]=[CH:24][C:8]=1[NH2:7])#[N:20].[C:15]([C:14]1[CH:17]=[CH:18][C:11]([O:10][C:9]2[CH:21]=[CH:22][CH:23]=[CH:24][C:8]=2[NH2:7])=[CH:12][C:13]=1[C:19]1[NH:20][N:5]=[N:4][N:3]=1)#[N:16]. Given the reactants [Cl-].[NH4+].[N-:3]=[N+:4]=[N-:5].[Na+].[NH2:7][C:8]1[CH:24]=[CH:23][CH:22]=[CH:21][C:9]=1[O:10][C:11]1[CH:12]=[C:13]([C:19]#[N:20])[C:14](=[CH:17][CH:18]=1)[C:15]#[N:16], predict the reaction product. (2) Given the reactants [CH3:1][C@H:2]1[CH2:6][CH2:5][CH2:4][N:3]1[C@H:7]1[CH2:11][CH2:10][N:9]([C:12]2[CH:13]=[C:14]3[C:19](=[CH:20][CH:21]=2)[CH2:18][NH:17][CH2:16][CH2:15]3)[CH2:8]1.Br[C:23]1[CH:28]=[C:27]([C:29]([F:32])([F:31])[F:30])[CH:26]=[C:25]([CH3:33])[N:24]=1, predict the reaction product. The product is: [CH3:1][C@H:2]1[CH2:6][CH2:5][CH2:4][N:3]1[C@H:7]1[CH2:11][CH2:10][N:9]([C:12]2[CH:13]=[C:14]3[C:19](=[CH:20][CH:21]=2)[CH2:18][N:17]([C:23]2[CH:28]=[C:27]([C:29]([F:30])([F:32])[F:31])[CH:26]=[C:25]([CH3:33])[N:24]=2)[CH2:16][CH2:15]3)[CH2:8]1. (3) Given the reactants [CH2:1]([O:4][NH:5][C@H:6]1[C:11]([CH2:12][O:13][CH3:14])=[CH:10][CH:9]([CH2:15][O:16][Si:17]([C:20]([CH3:23])([CH3:22])[CH3:21])([CH3:19])[CH3:18])[NH:8][CH2:7]1)[CH:2]=[CH2:3].C(N(C(C)C)C(C)C)C.Cl[C:34](Cl)([O:36]C(=O)OC(Cl)(Cl)Cl)Cl, predict the reaction product. The product is: [CH2:1]([O:4][N:5]1[C:34](=[O:36])[N:8]2[CH2:7][CH:6]1[C:11]([CH2:12][O:13][CH3:14])=[CH:10][C@H:9]2[CH2:15][O:16][Si:17]([C:20]([CH3:23])([CH3:22])[CH3:21])([CH3:18])[CH3:19])[CH:2]=[CH2:3]. (4) Given the reactants [NH:1]([C:3]1[CH:8]=[CH:7][CH:6]=[CH:5][N:4]=1)N.[CH3:9][O:10][C:11]1[CH:20]=[C:19]2[C:14]([CH2:15][CH2:16][C:17](=O)[C:18]2([CH3:22])[CH3:21])=[CH:13][CH:12]=1, predict the reaction product. The product is: [CH3:9][O:10][C:11]1[CH:12]=[CH:13][C:14]2[CH2:15][C:16]3[C:8]4[CH:7]=[CH:6][CH:5]=[N:4][C:3]=4[NH:1][C:17]=3[C:18]([CH3:21])([CH3:22])[C:19]=2[CH:20]=1. (5) Given the reactants [CH2:1]([O:5][CH2:6][CH2:7][O:8][C:9]1[CH:14]=[CH:13][C:12]([C:15]2[CH:16]=[CH:17][C:18]3[N:24]([CH2:25][CH:26]([CH3:28])[CH3:27])[CH2:23][CH2:22][C:21]([C:29]([NH:31][C:32]4[CH:37]=[CH:36][C:35]([S:38][CH2:39][C:40]5[N:44]([CH2:45][CH:46]([CH3:48])[CH3:47])[C:43]([S:49][CH2:50][CH3:51])=[N:42][N:41]=5)=[CH:34][CH:33]=4)=[O:30])=[CH:20][C:19]=3[CH:52]=2)=[CH:11][CH:10]=1)[CH2:2][CH2:3][CH3:4].ClC1C=CC=C(C(OO)=[O:61])C=1.S([O-])([O-])(=O)=S.[Na+].[Na+], predict the reaction product. The product is: [CH2:1]([O:5][CH2:6][CH2:7][O:8][C:9]1[CH:10]=[CH:11][C:12]([C:15]2[CH:16]=[CH:17][C:18]3[N:24]([CH2:25][CH:26]([CH3:27])[CH3:28])[CH2:23][CH2:22][C:21]([C:29]([NH:31][C:32]4[CH:33]=[CH:34][C:35]([S:38]([CH2:39][C:40]5[N:44]([CH2:45][CH:46]([CH3:48])[CH3:47])[C:43]([S:49][CH2:50][CH3:51])=[N:42][N:41]=5)=[O:61])=[CH:36][CH:37]=4)=[O:30])=[CH:20][C:19]=3[CH:52]=2)=[CH:13][CH:14]=1)[CH2:2][CH2:3][CH3:4].